This data is from NCI-60 drug combinations with 297,098 pairs across 59 cell lines. The task is: Regression. Given two drug SMILES strings and cell line genomic features, predict the synergy score measuring deviation from expected non-interaction effect. (1) Drug 1: C1=NC2=C(N1)C(=S)N=CN2. Drug 2: C1CC(=O)NC(=O)C1N2C(=O)C3=CC=CC=C3C2=O. Cell line: ACHN. Synergy scores: CSS=9.16, Synergy_ZIP=-2.73, Synergy_Bliss=-0.683, Synergy_Loewe=-20.0, Synergy_HSA=-6.46. (2) Drug 1: C1C(C(OC1N2C=NC3=C(N=C(N=C32)Cl)N)CO)O. Drug 2: CC1=C2C(C(=O)C3(C(CC4C(C3C(C(C2(C)C)(CC1OC(=O)C(C(C5=CC=CC=C5)NC(=O)C6=CC=CC=C6)O)O)OC(=O)C7=CC=CC=C7)(CO4)OC(=O)C)O)C)OC(=O)C. Cell line: M14. Synergy scores: CSS=54.2, Synergy_ZIP=-5.01, Synergy_Bliss=-6.20, Synergy_Loewe=-1.19, Synergy_HSA=-0.168. (3) Drug 1: CC12CCC3C(C1CCC2O)C(CC4=C3C=CC(=C4)O)CCCCCCCCCS(=O)CCCC(C(F)(F)F)(F)F. Drug 2: COCCOC1=C(C=C2C(=C1)C(=NC=N2)NC3=CC=CC(=C3)C#C)OCCOC.Cl. Cell line: HOP-62. Synergy scores: CSS=5.12, Synergy_ZIP=1.42, Synergy_Bliss=7.74, Synergy_Loewe=9.99, Synergy_HSA=2.86. (4) Drug 1: C1CC(=O)NC(=O)C1N2CC3=C(C2=O)C=CC=C3N. Drug 2: CC=C1C(=O)NC(C(=O)OC2CC(=O)NC(C(=O)NC(CSSCCC=C2)C(=O)N1)C(C)C)C(C)C. Cell line: HCT-15. Synergy scores: CSS=6.50, Synergy_ZIP=-1.65, Synergy_Bliss=0.675, Synergy_Loewe=0.983, Synergy_HSA=0.984. (5) Drug 1: CN(C)N=NC1=C(NC=N1)C(=O)N. Drug 2: N.N.Cl[Pt+2]Cl. Cell line: NCI-H322M. Synergy scores: CSS=-6.82, Synergy_ZIP=1.44, Synergy_Bliss=-0.931, Synergy_Loewe=-5.24, Synergy_HSA=-4.08.